This data is from Forward reaction prediction with 1.9M reactions from USPTO patents (1976-2016). The task is: Predict the product of the given reaction. Given the reactants [CH3:1][N:2]([C@H:9]1[CH2:13][CH2:12][NH:11][CH2:10]1)[C:3]1[N:4]=[N:5][CH:6]=[CH:7][CH:8]=1.[F:14][C:15]1[CH:23]=[CH:22][C:21]([CH:24]=[O:25])=[CH:20][C:16]=1[C:17](O)=[O:18].F[P-](F)(F)(F)(F)F.N1(OC(N(C)C)=[N+](C)C)C2C=CC=CC=2N=N1.C(N(CC)C(C)C)(C)C, predict the reaction product. The product is: [F:14][C:15]1[CH:23]=[CH:22][C:21]([CH:24]=[O:25])=[CH:20][C:16]=1[C:17]([N:11]1[CH2:12][CH2:13][C@H:9]([N:2]([CH3:1])[C:3]2[N:4]=[N:5][CH:6]=[CH:7][CH:8]=2)[CH2:10]1)=[O:18].